From a dataset of Catalyst prediction with 721,799 reactions and 888 catalyst types from USPTO. Predict which catalyst facilitates the given reaction. (1) Reactant: [CH:1]12[O:6][CH:5]1[CH2:4][N:3]([C:7]([O:9][C:10]([CH3:13])([CH3:12])[CH3:11])=[O:8])[CH2:2]2.[C:14]1([Mg]Br)[CH:19]=[CH:18][CH:17]=[CH:16][CH:15]=1.[NH4+].[Cl-]. Product: [C:10]([O:9][C:7]([N:3]1[CH2:2][C@@H:1]([C:14]2[CH:19]=[CH:18][CH:17]=[CH:16][CH:15]=2)[C@H:5]([OH:6])[CH2:4]1)=[O:8])([CH3:13])([CH3:12])[CH3:11]. The catalyst class is: 356. (2) Reactant: S(=O)(=O)(O)O.[Cl-].[Na+].[CH3:8][C:9]([NH:12][CH2:13][CH:14]([OH:24])[C:15]1[CH:16]=[CH:17][C:18]([OH:23])=[C:19]([CH2:21][OH:22])[CH:20]=1)([CH3:11])[CH3:10].OS(O)(=O)=O. Product: [CH3:11][C:9]([NH:12][CH2:13][CH:14]([OH:24])[C:15]1[CH:16]=[CH:17][C:18]([OH:23])=[C:19]([CH2:21][OH:22])[CH:20]=1)([CH3:8])[CH3:10]. The catalyst class is: 6. (3) Reactant: [C:1]([O:5][C:6]([C:8]1[NH:9][C:10]2[C:15]([C:16]=1[NH:17][C:18]1[CH:23]=[CH:22][N:21]=[CH:20][CH:19]=1)=[C:14]([F:24])[CH:13]=[CH:12][CH:11]=2)=[O:7])([CH3:4])([CH3:3])[CH3:2].O1CCC[CH2:26]1. Product: [C:1]([O:5][C:6]([C:8]1[N:9]([CH3:26])[C:10]2[C:15]([C:16]=1[NH:17][C:18]1[CH:19]=[CH:20][N:21]=[CH:22][CH:23]=1)=[C:14]([F:24])[CH:13]=[CH:12][CH:11]=2)=[O:7])([CH3:4])([CH3:2])[CH3:3]. The catalyst class is: 9. (4) Reactant: [I:1]NC(=O)CCC(N)=O.[F:10][C:11]1[CH:12]=[CH:13][CH:14]=[C:15]2[C:20]=1[N:19]=[CH:18][CH:17]=[CH:16]2.[O-]S([O-])=O.[Na+].[Na+].O. Product: [F:10][C:11]1[CH:12]=[CH:13][CH:14]=[C:15]2[C:20]=1[N:19]=[CH:18][C:17]([I:1])=[CH:16]2. The catalyst class is: 52. (5) Reactant: [Cl:1][C:2]1[CH:7]=[CH:6][C:5]([S:8]([NH:11][C:12]2[CH:32]=[CH:31][C:15]3[N:16]([C:25]4[CH:30]=[CH:29][CH:28]=[CH:27][CH:26]=4)[C:17]([C:19]4[CH:24]=[CH:23][CH:22]=[CH:21][CH:20]=4)=[N:18][C:14]=3[CH:13]=2)(=[O:10])=[O:9])=[CH:4][CH:3]=1.[H-].[Na+].[CH3:35][O:36][C:37](=[O:45])[CH2:38][CH2:39][CH2:40][CH2:41][CH2:42][CH2:43]Br.O. Product: [CH3:35][O:36][C:37](=[O:45])[CH2:38][CH2:39][CH2:40][CH2:41][CH2:42][CH2:43][N:11]([S:8]([C:5]1[CH:6]=[CH:7][C:2]([Cl:1])=[CH:3][CH:4]=1)(=[O:10])=[O:9])[C:12]1[CH:32]=[CH:31][C:15]2[N:16]([C:25]3[CH:26]=[CH:27][CH:28]=[CH:29][CH:30]=3)[C:17]([C:19]3[CH:24]=[CH:23][CH:22]=[CH:21][CH:20]=3)=[N:18][C:14]=2[CH:13]=1. The catalyst class is: 9.